This data is from NCI-60 drug combinations with 297,098 pairs across 59 cell lines. The task is: Regression. Given two drug SMILES strings and cell line genomic features, predict the synergy score measuring deviation from expected non-interaction effect. (1) Drug 1: CC(CN1CC(=O)NC(=O)C1)N2CC(=O)NC(=O)C2. Drug 2: C1=CC=C(C(=C1)C(C2=CC=C(C=C2)Cl)C(Cl)Cl)Cl. Cell line: HCC-2998. Synergy scores: CSS=14.7, Synergy_ZIP=1.87, Synergy_Bliss=10.5, Synergy_Loewe=9.71, Synergy_HSA=9.54. (2) Drug 1: CNC(=O)C1=CC=CC=C1SC2=CC3=C(C=C2)C(=NN3)C=CC4=CC=CC=N4. Drug 2: C1=NC2=C(N=C(N=C2N1C3C(C(C(O3)CO)O)F)Cl)N. Cell line: NCI-H522. Synergy scores: CSS=12.3, Synergy_ZIP=-7.55, Synergy_Bliss=-5.44, Synergy_Loewe=-8.88, Synergy_HSA=-3.56. (3) Cell line: MDA-MB-231. Drug 2: CS(=O)(=O)CCNCC1=CC=C(O1)C2=CC3=C(C=C2)N=CN=C3NC4=CC(=C(C=C4)OCC5=CC(=CC=C5)F)Cl. Synergy scores: CSS=10.2, Synergy_ZIP=3.19, Synergy_Bliss=6.87, Synergy_Loewe=5.25, Synergy_HSA=7.59. Drug 1: CC1CCC2CC(C(=CC=CC=CC(CC(C(=O)C(C(C(=CC(C(=O)CC(OC(=O)C3CCCCN3C(=O)C(=O)C1(O2)O)C(C)CC4CCC(C(C4)OC)O)C)C)O)OC)C)C)C)OC. (4) Drug 1: C1=CC(=CC=C1CC(C(=O)O)N)N(CCCl)CCCl.Cl. Drug 2: CN(CC1=CN=C2C(=N1)C(=NC(=N2)N)N)C3=CC=C(C=C3)C(=O)NC(CCC(=O)O)C(=O)O. Cell line: HOP-62. Synergy scores: CSS=37.6, Synergy_ZIP=-10.4, Synergy_Bliss=-4.20, Synergy_Loewe=-7.32, Synergy_HSA=-3.42.